Dataset: Forward reaction prediction with 1.9M reactions from USPTO patents (1976-2016). Task: Predict the product of the given reaction. (1) Given the reactants [CH3:1][N:2]1[C:6](=[O:7])[N:5]([CH3:8])[CH2:4][CH2:3]1.O.[CH3:10][CH2:11][CH2:12][CH2:13][CH2:14][CH3:15], predict the reaction product. The product is: [CH3:10][CH2:11][CH2:12][CH2:13][CH2:14][CH3:15].[CH3:1][N:2]1[C:6](=[O:7])[N:5]([CH3:8])[CH2:4][CH2:3]1. (2) Given the reactants [N:1]1[CH:6]=[CH:5][CH:4]=[C:3]([C:7](=[CH2:11])C(O)=O)[CH:2]=1.[CH3:12][N:13]([C:15]([O:19]N1N=NC2C=CC=CC1=2)=[N+](C)C)C.F[P-](F)(F)(F)(F)F.C(N(CC)CC)C.N[C:44]1[CH:52]=[CH:51][C:47]([C:48]([OH:50])=[O:49])=[CH:46][CH:45]=1.Cl, predict the reaction product. The product is: [N:1]1[CH:6]=[CH:5][CH:4]=[C:3]([CH:7]=[CH:11][C:15]([NH:13][CH2:12][C:44]2[CH:52]=[CH:51][C:47]([C:48]([OH:50])=[O:49])=[CH:46][CH:45]=2)=[O:19])[CH:2]=1. (3) Given the reactants [CH2:1]([NH:8][C:9](=[O:45])[C@@H:10]([OH:44])[CH:11]([NH:16][C:17](=[O:43])[C@@H:18]([NH:28][C:29](=[O:42])[C@@H:30]([NH:32][C:33](=[O:41])[CH2:34][N:35]1[CH2:40][CH2:39][O:38][CH2:37][CH2:36]1)[CH3:31])[CH2:19][C:20]1[CH:25]=[CH:24][C:23]([O:26][CH3:27])=[CH:22][CH:21]=1)[CH2:12][CH2:13][CH2:14][CH3:15])[C:2]1[CH:7]=[CH:6][CH:5]=[CH:4][CH:3]=1.CC(OI1(OC(C)=O)(OC(C)=O)OC(=O)C2C=CC=CC1=2)=O, predict the reaction product. The product is: [CH2:1]([NH:8][C:9](=[O:45])[C:10](=[O:44])[C@@H:11]([NH:16][C:17](=[O:43])[C@@H:18]([NH:28][C:29](=[O:42])[C@@H:30]([NH:32][C:33](=[O:41])[CH2:34][N:35]1[CH2:40][CH2:39][O:38][CH2:37][CH2:36]1)[CH3:31])[CH2:19][C:20]1[CH:25]=[CH:24][C:23]([O:26][CH3:27])=[CH:22][CH:21]=1)[CH2:12][CH2:13][CH2:14][CH3:15])[C:2]1[CH:3]=[CH:4][CH:5]=[CH:6][CH:7]=1. (4) The product is: [CH3:1][C:2]1[C:3]([CH:22]([C:24]2[NH:28][C:27]3[CH:37]=[CH:38][C:39]([C:41]#[N:42])=[CH:40][C:26]=3[N:25]=2)[CH3:23])=[C:4]2[C:8](=[C:9]([CH3:11])[CH:10]=1)[NH:7][CH:6]=[CH:5]2. Given the reactants [CH3:1][C:2]1[C:3]([CH:22]([C:24]2[N:28](COCC[Si](C)(C)C)[C:27]3[CH:37]=[CH:38][C:39]([C:41]#[N:42])=[CH:40][C:26]=3[N:25]=2)[CH3:23])=[C:4]2[C:8](=[C:9]([CH3:11])[CH:10]=1)[N:7](S(C1C=CC(C)=CC=1)(=O)=O)[CH:6]=[CH:5]2.CC1C(C(C2N(COCC[Si](C)(C)C)C3C=C(C#N)C=CC=3N=2)C)=C2C(=C(C)C=1)N(S(C1C=CC(C)=CC=1)(=O)=O)C=C2, predict the reaction product. (5) Given the reactants [Br:1][C:2]1[CH:10]=[C:9]2[C:5]([CH:6]=[CH:7][N:8]2[CH3:11])=[CH:4][CH:3]=1.[C:12](Cl)(=[O:16])[C:13](Cl)=[O:14].[CH3:18][OH:19], predict the reaction product. The product is: [Br:1][C:2]1[CH:10]=[C:9]2[C:5]([C:6]([C:12](=[O:16])[C:13]([O:19][CH3:18])=[O:14])=[CH:7][N:8]2[CH3:11])=[CH:4][CH:3]=1. (6) Given the reactants OC[C:3]1[CH:12]=[CH:11][C:10]([C:13]([F:16])([F:15])[F:14])=[CH:9][C:4]=1[C:5]([O:7][CH3:8])=[O:6].C(N(CC)CC)C.[C]=O, predict the reaction product. The product is: [F:14][C:13]([F:16])([F:15])[C:10]1[CH:9]=[C:4]2[C:3]([CH2:8][O:7][C:5]2=[O:6])=[CH:12][CH:11]=1. (7) Given the reactants [CH2:1]([N:3]([CH2:13][CH3:14])[C:4](=[O:12])[C:5]1[CH:10]=[CH:9][C:8]([OH:11])=[CH:7][CH:6]=1)[CH3:2].C([O-])([O-])=O.[K+].[K+].Cl.Cl[CH2:23][CH2:24][N:25]1[CH2:30][CH2:29][O:28][CH2:27][CH2:26]1, predict the reaction product. The product is: [CH2:13]([N:3]([CH2:1][CH3:2])[C:4](=[O:12])[C:5]1[CH:10]=[CH:9][C:8]([O:11][CH2:23][CH2:24][N:25]2[CH2:30][CH2:29][O:28][CH2:27][CH2:26]2)=[CH:7][CH:6]=1)[CH3:14]. (8) Given the reactants [CH3:1][C:2]1([CH3:10])[CH2:7][CH:6]([CH2:8][OH:9])[CH2:5][CH2:4][O:3]1.CC(OI1(OC(C)=O)(OC(C)=O)OC(=O)C2C=CC=CC1=2)=O, predict the reaction product. The product is: [CH3:1][C:2]1([CH3:10])[CH2:7][CH:6]([CH:8]=[O:9])[CH2:5][CH2:4][O:3]1. (9) Given the reactants [CH3:1][O:2][C:3]([C:5]1[NH:6][CH:7]=[C:8]([C:10]([CH:12]2[CH2:16][CH2:15][CH2:14][CH2:13]2)=O)[CH:9]=1)=[O:4].F[C:18](F)(F)C(O)=O.C([SiH](CC)CC)C, predict the reaction product. The product is: [CH2:1]([O:2][C:3]([C:5]1[NH:6][CH:7]=[C:8]([CH2:10][CH:12]2[CH2:16][CH2:15][CH2:14][CH2:13]2)[CH:9]=1)=[O:4])[CH3:18].